The task is: Predict the reactants needed to synthesize the given product.. This data is from Full USPTO retrosynthesis dataset with 1.9M reactions from patents (1976-2016). (1) Given the product [CH:14]1[C:10]2[CH:11]=[CH:12][C:13]3[CH:3]=[CH:4][CH:5]=[CH:6][C:7]=3[C:8](=[C:18]3[CH2:19][CH2:20][N:21]([CH2:24][CH2:25][CH2:26][O:27][C:28]([C:30]4[CH:31]([C:45]5[CH:50]=[CH:49][CH:48]=[C:47]([Cl:51])[CH:46]=5)[C:32]([C:38]([OH:40])=[O:39])=[C:33]([CH3:37])[NH:34][C:35]=4[CH3:36])=[O:29])[CH2:22][CH2:23]3)[C:9]=2[CH:17]=[CH:16][CH:15]=1, predict the reactants needed to synthesize it. The reactants are: [OH-].[Na+].[CH:3]1[C:13]2[CH:12]=[CH:11][C:10]3[CH:14]=[CH:15][CH:16]=[CH:17][C:9]=3[C:8](=[C:18]3[CH2:23][CH2:22][N:21]([CH2:24][CH2:25][CH2:26][O:27][C:28]([C:30]4[CH:31]([C:45]5[CH:50]=[CH:49][CH:48]=[C:47]([Cl:51])[CH:46]=5)[C:32]([C:38]([O:40]CCC#N)=[O:39])=[C:33]([CH3:37])[NH:34][C:35]=4[CH3:36])=[O:29])[CH2:20][CH2:19]3)[C:7]=2[CH:6]=[CH:5][CH:4]=1.Cl. (2) Given the product [Cl:11][C:8]1[CH:9]=[CH:10][C:2]([NH:1][CH2:12][CH2:13][CH3:14])=[C:3]([CH:7]=1)[C:4]([OH:6])=[O:5], predict the reactants needed to synthesize it. The reactants are: [NH2:1][C:2]1[CH:10]=[CH:9][C:8]([Cl:11])=[CH:7][C:3]=1[C:4]([OH:6])=[O:5].[CH:12](=O)[CH2:13][CH3:14].C(O)(=O)C.C(O[BH-](OC(=O)C)OC(=O)C)(=O)C.[Na+]. (3) Given the product [CH3:1][C:2]([O:5][C:6]([N:8]([C:16]([O:18][C:19]([CH3:22])([CH3:21])[CH3:20])=[O:17])[C:9]1[CH:10]=[N:11][CH:12]=[C:13]([C:25]2[N:24]([CH3:23])[C:32]3[C:27]([CH:26]=2)=[CH:28][CH:29]=[C:30]([Cl:33])[CH:31]=3)[CH:14]=1)=[O:7])([CH3:4])[CH3:3], predict the reactants needed to synthesize it. The reactants are: [CH3:1][C:2]([O:5][C:6]([N:8]([C:16]([O:18][C:19]([CH3:22])([CH3:21])[CH3:20])=[O:17])[C:9]1[CH:10]=[N:11][CH:12]=[C:13](Br)[CH:14]=1)=[O:7])([CH3:4])[CH3:3].[CH3:23][N:24]1[C:32]2[C:27](=[CH:28][CH:29]=[C:30]([Cl:33])[CH:31]=2)[CH:26]=[C:25]1B(O)O.P([O-])([O-])([O-])=O.[K+].[K+].[K+].